This data is from Forward reaction prediction with 1.9M reactions from USPTO patents (1976-2016). The task is: Predict the product of the given reaction. (1) Given the reactants F[C:2]1[CH:7]=[CH:6][CH:5]=[CH:4][C:3]=1[N:8]1[C:16]2[CH:15]=[CH:14][CH:13]=[C:12]([NH2:17])[C:11]=2[CH:10]=[N:9]1.N1C2C=CC=C(N)C=2C=N1.[F:28]C1C=CC(I)=CC=1, predict the reaction product. The product is: [F:28][C:6]1[CH:5]=[CH:4][C:3]([N:8]2[C:16]3[CH:15]=[CH:14][CH:13]=[C:12]([NH2:17])[C:11]=3[CH:10]=[N:9]2)=[CH:2][CH:7]=1. (2) Given the reactants [OH:1][C@H:2]1[CH2:5][C@H:4]([NH:6][C:7](=[O:13])[O:8][C:9]([CH3:12])([CH3:11])[CH3:10])[CH2:3]1.[N+:14]([C:17]1[CH:25]=[CH:24][C:20]([C:21](O)=[O:22])=[CH:19][CH:18]=1)([O-:16])=[O:15].C1(P(C2C=CC=CC=2)C2C=CC=CC=2)C=CC=CC=1.N(/C(OC(C)C)=O)=N\C(OC(C)C)=O, predict the reaction product. The product is: [N+:14]([C:17]1[CH:18]=[CH:19][C:20]([C:21]([O:1][C@H:2]2[CH2:3][C@H:4]([NH:6][C:7]([O:8][C:9]([CH3:10])([CH3:12])[CH3:11])=[O:13])[CH2:5]2)=[O:22])=[CH:24][CH:25]=1)([O-:16])=[O:15]. (3) The product is: [ClH:1].[Cl:11][C:4]1[CH:3]=[C:2]([C:15]2[CH:14]=[C:13]([Cl:12])[CH:18]=[C:17]([Cl:19])[CH:16]=2)[N:7]=[C:6]2[CH2:8][CH2:9][CH2:10][C:5]=12. Given the reactants [Cl:1][C:2]1[N:7]=[C:6]2[CH2:8][CH2:9][CH2:10][C:5]2=[C:4]([Cl:11])[CH:3]=1.[Cl:12][C:13]1[CH:14]=[C:15](B(O)O)[CH:16]=[C:17]([Cl:19])[CH:18]=1, predict the reaction product.